From a dataset of Full USPTO retrosynthesis dataset with 1.9M reactions from patents (1976-2016). Predict the reactants needed to synthesize the given product. (1) Given the product [Cl:6][C:7]1[C:15]2[N:14]=[C:13]3[N:16]([C:20]4[C:25]([CH3:26])=[CH:24][C:23]([Cl:27])=[CH:22][C:21]=4[Cl:28])[CH2:17][CH2:18][CH2:19][N:12]3[C:11]=2[C:10]([C:29]([CH:35]2[CH2:36][CH2:37]2)([CH:1]2[CH2:3][CH2:2]2)[OH:30])=[CH:9][CH:8]=1, predict the reactants needed to synthesize it. The reactants are: [CH:1]1([Mg]Br)[CH2:3][CH2:2]1.[Cl:6][C:7]1[CH:8]=[CH:9][C:10]([C:29](OC)=[O:30])=[C:11]2[C:15]=1[N:14]=[C:13]1[N:16]([C:20]3[C:25]([CH3:26])=[CH:24][C:23]([Cl:27])=[CH:22][C:21]=3[Cl:28])[CH2:17][CH2:18][CH2:19][N:12]21.O1[CH2:37][CH2:36][CH2:35]C1. (2) Given the product [C:1]([O:5][C:6]([N:8]1[C@@H:12]([CH2:13][CH2:14][C:15]2[CH:20]=[CH:19][C:18]([NH:21][C:22]([NH:24][C:25]3[CH:30]=[CH:29][C:28]([Cl:31])=[CH:27][CH:26]=3)=[O:23])=[CH:17][CH:16]=2)[CH2:11][O:10][C:9]1([CH3:33])[CH3:32])=[O:7])([CH3:4])([CH3:2])[CH3:3], predict the reactants needed to synthesize it. The reactants are: [C:1]([O:5][C:6]([N:8]1[C@@H:12](/[CH:13]=[CH:14]/[C:15]2[CH:20]=[CH:19][C:18]([NH:21][C:22]([NH:24][C:25]3[CH:30]=[CH:29][C:28]([Cl:31])=[CH:27][CH:26]=3)=[O:23])=[CH:17][CH:16]=2)[CH2:11][O:10][C:9]1([CH3:33])[CH3:32])=[O:7])([CH3:4])([CH3:3])[CH3:2]. (3) Given the product [CH2:29]([C:10]1[C:11](=[O:28])[N:12]([CH:15]2[CH2:16][CH2:17][N:18]([C:21]([O:23][C:24]([CH3:27])([CH3:26])[CH3:25])=[O:22])[CH2:19][CH2:20]2)[CH:13]=[CH:14][C:9]=1[OH:8])[CH3:30], predict the reactants needed to synthesize it. The reactants are: C([O:8][C:9]1[CH:14]=[CH:13][N:12]([CH:15]2[CH2:20][CH2:19][N:18]([C:21]([O:23][C:24]([CH3:27])([CH3:26])[CH3:25])=[O:22])[CH2:17][CH2:16]2)[C:11](=[O:28])[C:10]=1[CH:29]=[CH2:30])C1C=CC=CC=1.[H][H]. (4) Given the product [NH2:7][CH2:8][CH2:9][N:10]1[CH:19]([C:20]2[CH:25]=[CH:24][C:23]([Cl:26])=[CH:22][C:21]=2[Cl:27])[CH:18]([C:28]([NH:29][CH2:30][CH2:31][C:32]2[CH:37]=[CH:36][CH:35]=[CH:34][CH:33]=2)=[O:38])[C:17]2[C:12](=[CH:13][CH:14]=[CH:15][CH:16]=2)[C:11]1=[O:39], predict the reactants needed to synthesize it. The reactants are: C(OC(=O)[NH:7][CH2:8][CH2:9][N:10]1[CH:19]([C:20]2[CH:25]=[CH:24][C:23]([Cl:26])=[CH:22][C:21]=2[Cl:27])[CH:18]([C:28](=[O:38])[NH:29][CH2:30][CH2:31][C:32]2[CH:37]=[CH:36][CH:35]=[CH:34][CH:33]=2)[C:17]2[C:12](=[CH:13][CH:14]=[CH:15][CH:16]=2)[C:11]1=[O:39])(C)(C)C.Cl.C(OCC)(=O)C. (5) Given the product [NH2:1][C:2]1[N:6]([C@@H:7]2[CH2:12][CH2:11][CH2:10][N:9]([C:13]#[N:14])[CH2:8]2)[N:5]=[C:4]([C:15]2[CH:20]=[CH:19][C:18]([O:21][C:22]3[CH:27]=[CH:26][CH:25]=[C:24]([C:73]([F:76])([F:75])[F:74])[N:23]=3)=[CH:17][CH:16]=2)[C:3]=1[C:29]([NH2:31])=[O:30], predict the reactants needed to synthesize it. The reactants are: [NH2:1][C:2]1[N:6]([CH:7]2[CH2:12][CH2:11][CH2:10][N:9]([C:13]#[N:14])[CH2:8]2)[N:5]=[C:4]([C:15]2[CH:20]=[CH:19][C:18]([O:21][C:22]3[CH:27]=[CH:26][C:25](Cl)=[CH:24][N:23]=3)=[CH:17][CH:16]=2)[C:3]=1[C:29]([NH2:31])=[O:30].C(NC1N([C@@H]2CCCN(C(OCC3C=CC=CC=3)=O)C2)N=C(C2C=CC(O)=CC=2)C=1C#N)(=O)C.ClC1C=CC=C([C:73]([F:76])([F:75])[F:74])N=1.